The task is: Predict the product of the given reaction.. This data is from Forward reaction prediction with 1.9M reactions from USPTO patents (1976-2016). (1) The product is: [C:31]([O:11][CH2:10][CH:9]([CH2:8][CH2:7][C:5]1[O:6][C:2]([Br:1])=[C:3]([C:14]2[CH:15]=[CH:16][C:17]([C:20]([F:23])([F:22])[F:21])=[CH:18][CH:19]=2)[N:4]=1)[CH2:12][O:13][C:29](=[O:35])[CH3:30])(=[O:33])[CH3:32]. Given the reactants [Br:1][C:2]1[O:6][C:5]([CH2:7][CH2:8][CH:9]([CH2:12][OH:13])[CH2:10][OH:11])=[N:4][C:3]=1[C:14]1[CH:19]=[CH:18][C:17]([C:20]([F:23])([F:22])[F:21])=[CH:16][CH:15]=1.C(N([CH2:29][CH3:30])CC)C.[C:31](Cl)(=[O:33])[CH3:32].[OH2:35], predict the reaction product. (2) Given the reactants [NH2:1][N:2]1[C:10]2[C:6]([N:7]3[N:13]([CH3:14])[C:12](=[O:15])[N:11](CC4C=CC(OC)=C(OC)C=4)[CH:8]3[N:9]=2)=[C:5]([C:27]2[O:28][CH:29]=[CH:30][CH:31]=2)[N:4]=[CH:3]1.[Cl-].[Al+3].[Cl-].[Cl-], predict the reaction product. The product is: [NH2:1][N:2]1[C:10]2[C:6]([N:7]3[N:13]([CH3:14])[C:12](=[O:15])[NH:11][CH:8]3[N:9]=2)=[C:5]([C:27]2[O:28][CH:29]=[CH:30][CH:31]=2)[N:4]=[CH:3]1. (3) Given the reactants CC(OI1(OC(C)=O)(OC(C)=O)OC(=O)C2C=CC=CC1=2)=O.[Cl:23][C:24]1[C:32]2[N:31]=[C:30]3[N:33]([C:37]4[C:38]([CH3:46])=[N:39][C:40]([O:44][CH3:45])=[N:41][C:42]=4[CH3:43])[CH2:34][CH2:35][CH2:36][N:29]3[C:28]=2[C:27]([CH:47]([OH:50])[CH2:48][CH3:49])=[CH:26][CH:25]=1, predict the reaction product. The product is: [Cl:23][C:24]1[C:32]2[N:31]=[C:30]3[N:33]([C:37]4[C:38]([CH3:46])=[N:39][C:40]([O:44][CH3:45])=[N:41][C:42]=4[CH3:43])[CH2:34][CH2:35][CH2:36][N:29]3[C:28]=2[C:27]([C:47](=[O:50])[CH2:48][CH3:49])=[CH:26][CH:25]=1. (4) Given the reactants [F:1][C:2]([F:7])([F:6])[C:3]([OH:5])=[O:4].[F:8][C:9]1[CH:10]=[C:11]([CH:14]=[CH:15][C:16]=1[O:17][CH:18]1[CH2:23][CH2:22][N:21]([C:24]2[N:29]=[C:28]3[CH2:30][NH:31][CH2:32][CH2:33][C:27]3=[N:26][C:25]=2[NH:34][CH:35]([CH3:37])[CH3:36])[CH2:20][CH2:19]1)[C:12]#[N:13].C(N(CC)CC)C.[CH3:45][O:46][CH2:47][C:48](Cl)=[O:49], predict the reaction product. The product is: [F:8][C:9]1[CH:10]=[C:11]([CH:14]=[CH:15][C:16]=1[O:17][CH:18]1[CH2:19][CH2:20][N:21]([C:24]2[N:29]=[C:28]3[CH2:30][N:31]([C:48](=[O:49])[CH2:47][O:46][CH3:45])[CH2:32][CH2:33][C:27]3=[N:26][C:25]=2[NH:34][CH:35]([CH3:37])[CH3:36])[CH2:22][CH2:23]1)[C:12]#[N:13].[C:3]([OH:5])([C:2]([F:7])([F:6])[F:1])=[O:4].